The task is: Predict the reactants needed to synthesize the given product.. This data is from Full USPTO retrosynthesis dataset with 1.9M reactions from patents (1976-2016). (1) The reactants are: Cl[C:2]1[CH:12]=[CH:11][C:5]([C:6]([O:8]CC)=[O:7])=[CH:4][N:3]=1.[OH-].[Li+].C(OC1C=[CH:25][C:21]([C:22](O)=[O:23])=[CH:20]N=1)C. Given the product [CH2:22]([O:23][C:2]1[CH:12]=[CH:11][C:5]([C:6]([OH:8])=[O:7])=[CH:4][N:3]=1)[CH:21]([CH3:25])[CH3:20], predict the reactants needed to synthesize it. (2) Given the product [O:25]1[CH2:26][CH2:27][N:22]([C:2]2[N:7]3[C:8](=[O:21])[N:9]([CH2:11][C@@H:12]4[CH2:14][C@H:13]4[C:15]4[CH:20]=[CH:19][CH:18]=[CH:17][N:16]=4)[N:10]=[C:6]3[CH:5]=[CH:4][CH:3]=2)[CH2:23][CH2:24]1, predict the reactants needed to synthesize it. The reactants are: Br[C:2]1[N:7]2[C:8](=[O:21])[N:9]([CH2:11][C@@H:12]3[CH2:14][C@H:13]3[C:15]3[CH:20]=[CH:19][CH:18]=[CH:17][N:16]=3)[N:10]=[C:6]2[CH:5]=[CH:4][CH:3]=1.[NH:22]1[CH2:27][CH2:26][O:25][CH2:24][CH2:23]1. (3) Given the product [CH2:1]([O:8][C:9]1[C:10]([C:29]([N:31]([CH2:40][CH2:41][OH:42])[CH:32]([C:34]2[CH:39]=[CH:38][CH:37]=[CH:36][CH:35]=2)[CH3:33])=[O:30])=[N:11][C:12]([CH2:16][C:17]2([C:22]3[CH:23]=[CH:24][C:25]([Cl:28])=[CH:26][CH:27]=3)[CH2:21][CH2:20][CH2:19][CH2:18]2)=[N:13][C:14]=1[OH:15])[C:2]1[CH:7]=[CH:6][CH:5]=[CH:4][CH:3]=1, predict the reactants needed to synthesize it. The reactants are: [CH2:1]([O:8][C:9]1[C:10]([C:29]([N:31]([CH2:40][CH2:41][O:42][Si](C(C)(C)C)(C)C)[CH:32]([C:34]2[CH:39]=[CH:38][CH:37]=[CH:36][CH:35]=2)[CH3:33])=[O:30])=[N:11][C:12]([CH2:16][C:17]2([C:22]3[CH:27]=[CH:26][C:25]([Cl:28])=[CH:24][CH:23]=3)[CH2:21][CH2:20][CH2:19][CH2:18]2)=[N:13][C:14]=1[OH:15])[C:2]1[CH:7]=[CH:6][CH:5]=[CH:4][CH:3]=1.Cl.[OH-].[Na+]. (4) The reactants are: [CH:1]([O:4][CH:5]([CH2:11][C:12]1[CH:17]=[CH:16][CH:15]=[C:14]([O:18][CH2:19][C:20]#[CH:21])[CH:13]=1)[C:6]([O:8][CH2:9][CH3:10])=[O:7])([CH3:3])[CH3:2].I[C:23]1[CH:28]=[CH:27][CH:26]=[CH:25][C:24]=1[CH3:29].C(N(CC)CC)C. Given the product [CH:1]([O:4][CH:5]([CH2:11][C:12]1[CH:17]=[CH:16][CH:15]=[C:14]([O:18][CH2:19][C:20]#[C:21][C:23]2[CH:28]=[CH:27][CH:26]=[CH:25][C:24]=2[CH3:29])[CH:13]=1)[C:6]([O:8][CH2:9][CH3:10])=[O:7])([CH3:2])[CH3:3], predict the reactants needed to synthesize it. (5) The reactants are: Cl[CH2:2][CH2:3][NH:4][C:5]([NH:7][CH:8]([C:11]1[CH:16]=[CH:15][CH:14]=[CH:13][CH:12]=1)[C:9]#[CH:10])=[O:6].C(=O)([O-])[O-].[Na+].[Na+]. Given the product [NH3:4].[O:6]1[CH2:2][CH2:3][N:4]=[C:5]1[NH:7][CH:8]([C:11]1[CH:16]=[CH:15][CH:14]=[CH:13][CH:12]=1)[C:9]#[CH:10], predict the reactants needed to synthesize it.